The task is: Predict the product of the given reaction.. This data is from Forward reaction prediction with 1.9M reactions from USPTO patents (1976-2016). The product is: [C:34]([N:27]1[C:28]2[C:33](=[CH:32][CH:31]=[CH:30][CH:29]=2)[C:25]([NH:24][C:23]([N:18]2[CH2:19][C@H:20]([F:22])[CH2:21][C@H:17]2[C:15]([NH:14][CH2:13][C:8]2[CH:9]=[CH:10][CH:11]=[CH:12][C:7]=2[C:6]([OH:38])=[O:5])=[O:16])=[O:37])=[CH:26]1)(=[O:36])[NH2:35]. Given the reactants C([O:5][C:6](=[O:38])[C:7]1[CH:12]=[CH:11][CH:10]=[CH:9][C:8]=1[CH2:13][NH:14][C:15]([C@@H:17]1[CH2:21][C@@H:20]([F:22])[CH2:19][N:18]1[C:23](=[O:37])[NH:24][C:25]1[C:33]2[C:28](=[CH:29][CH:30]=[CH:31][CH:32]=2)[N:27]([C:34](=[O:36])[NH2:35])[CH:26]=1)=[O:16])(C)(C)C.C(O)(C(F)(F)F)=O, predict the reaction product.